Dataset: Peptide-MHC class II binding affinity with 134,281 pairs from IEDB. Task: Regression. Given a peptide amino acid sequence and an MHC pseudo amino acid sequence, predict their binding affinity value. This is MHC class II binding data. (1) The peptide sequence is YVVSSFDNIKVFLEG. The MHC is H-2-IAb with pseudo-sequence H-2-IAb. The binding affinity (normalized) is 0.0536. (2) The peptide sequence is ASIAARGWAAHRARA. The MHC is DRB1_0901 with pseudo-sequence DRB1_0901. The binding affinity (normalized) is 0.619. (3) The peptide sequence is GELQIVDKIDPAFKI. The MHC is DRB1_0101 with pseudo-sequence DRB1_0101. The binding affinity (normalized) is 0.581. (4) The peptide sequence is KNKVVKVLRPAPGGK. The MHC is HLA-DQA10303-DQB10402 with pseudo-sequence HLA-DQA10303-DQB10402. The binding affinity (normalized) is 0.321.